From a dataset of Reaction yield outcomes from USPTO patents with 853,638 reactions. Predict the reaction yield, written as a fraction of the theoretical maximum amount of product (1.0 means a 100% yield; for example, 0.34 means a 34% yield). (1) The reactants are [Br:1][C:2]1[CH:3]=[CH:4][C:5]([F:16])=[C:6]([C@:8]2([CH3:15])[CH2:13][O:12][CH2:11][C:10]([NH2:14])=[N:9]2)[CH:7]=1.[CH3:17][O:18][C:19]1[CH:24]=[CH:23][C:22]([C:25](Cl)([C:32]2[CH:37]=[CH:36][C:35]([O:38][CH3:39])=[CH:34][CH:33]=2)[C:26]2[CH:31]=[CH:30][CH:29]=[CH:28][CH:27]=2)=[CH:21][CH:20]=1. No catalyst specified. The product is [CH3:39][O:38][C:35]1[CH:34]=[CH:33][C:32]([C:25]([NH:14][C:10]2[CH2:11][O:12][CH2:13][C@:8]([C:6]3[CH:7]=[C:2]([Br:1])[CH:3]=[CH:4][C:5]=3[F:16])([CH3:15])[N:9]=2)([C:22]2[CH:21]=[CH:20][C:19]([O:18][CH3:17])=[CH:24][CH:23]=2)[C:26]2[CH:31]=[CH:30][CH:29]=[CH:28][CH:27]=2)=[CH:37][CH:36]=1. The yield is 0.720. (2) The reactants are C([Li])CCC.Br[C:7]1[CH:12]=[CH:11][C:10]([C:13]2[CH:18]=[CH:17][C:16]([C:19]([F:22])([F:21])[F:20])=[CH:15][CH:14]=2)=[CH:9][CH:8]=1.[F:23][C:24]([F:30])([F:29])[CH2:25][CH2:26][CH:27]=[O:28].[NH4+].[Cl-]. The catalyst is C1COCC1. The product is [F:23][C:24]([F:30])([F:29])[CH2:25][CH2:26][CH:27]([C:7]1[CH:12]=[CH:11][C:10]([C:13]2[CH:18]=[CH:17][C:16]([C:19]([F:22])([F:21])[F:20])=[CH:15][CH:14]=2)=[CH:9][CH:8]=1)[OH:28]. The yield is 0.670.